From a dataset of Reaction yield outcomes from USPTO patents with 853,638 reactions. Predict the reaction yield, written as a fraction of the theoretical maximum amount of product (1.0 means a 100% yield; for example, 0.34 means a 34% yield). (1) The reactants are [CH3:1][C:2]1[C:6]([C:7]2[CH:8]=[CH:9][C:10]([CH3:17])=[C:11]([S:13](Cl)(=[O:15])=[O:14])[CH:12]=2)=[C:5]([CH3:18])[O:4][N:3]=1.[O:19]([CH2:26][CH2:27][O:28][CH2:29][CH2:30][NH2:31])[CH2:20][CH2:21][O:22][CH2:23][CH2:24][NH2:25]. The catalyst is N1C=CC=CC=1. The product is [O:19]([CH2:26][CH2:27][O:28][CH2:29][CH2:30][NH:31][S:13]([C:11]1[CH:12]=[C:7]([C:6]2[C:2]([CH3:1])=[N:3][O:4][C:5]=2[CH3:18])[CH:8]=[CH:9][C:10]=1[CH3:17])(=[O:14])=[O:15])[CH2:20][CH2:21][O:22][CH2:23][CH2:24][NH:25][S:13]([C:11]1[CH:12]=[C:7]([C:6]2[C:2]([CH3:1])=[N:3][O:4][C:5]=2[CH3:18])[CH:8]=[CH:9][C:10]=1[CH3:17])(=[O:15])=[O:14]. The yield is 0.103. (2) The reactants are Cl[C:2]1[N:7]=[C:6]([NH:8][C:9]2[CH:10]=[N:11][C:12]([O:15][CH3:16])=[CH:13][CH:14]=2)[C:5]([I:17])=[CH:4][N:3]=1.[CH3:18][O-:19].[Na+].CO. The catalyst is O. The product is [I:17][C:5]1[C:6]([NH:8][C:9]2[CH:10]=[N:11][C:12]([O:15][CH3:16])=[CH:13][CH:14]=2)=[N:7][C:2]([O:19][CH3:18])=[N:3][CH:4]=1. The yield is 0.910.